Dataset: Catalyst prediction with 721,799 reactions and 888 catalyst types from USPTO. Task: Predict which catalyst facilitates the given reaction. Reactant: [CH:1]([C:3]1([C:9]([O:11][CH3:12])=[O:10])[CH2:8][CH2:7][O:6][CH2:5][CH2:4]1)=[O:2].[BH4-].[Na+]. Product: [OH:2][CH2:1][C:3]1([C:9]([O:11][CH3:12])=[O:10])[CH2:8][CH2:7][O:6][CH2:5][CH2:4]1. The catalyst class is: 5.